The task is: Predict the product of the given reaction.. This data is from Forward reaction prediction with 1.9M reactions from USPTO patents (1976-2016). (1) Given the reactants [CH3:1][C:2]1[C:3]([C:8]#[N:9])=[N:4][CH:5]=[CH:6][CH:7]=1.C1C(=O)N([Br:17])C(=O)C1.C(OOC(=O)C1C=CC=CC=1)(=O)C1C=CC=CC=1, predict the reaction product. The product is: [Br:17][CH2:1][C:2]1[C:3]([C:8]#[N:9])=[N:4][CH:5]=[CH:6][CH:7]=1. (2) Given the reactants C(OC([N:8]1[CH2:12][CH2:11][CH:10]([NH:13][C:14]([C:16]2[N:17]([CH3:40])[N:18]=[CH:19][C:20]=2[NH:21][C:22]([C:24]2[C:29]([NH:30][C:31]3[CH:32]=[N:33][CH:34]=[N:35][CH:36]=3)=[N:28][CH:27]=[C:26]([CH:37]3[CH2:39][CH2:38]3)[N:25]=2)=[O:23])=[O:15])[CH2:9]1)=O)(C)(C)C.Cl, predict the reaction product. The product is: [CH3:40][N:17]1[C:16]([C:14](=[O:15])[NH:13][CH:10]2[CH2:11][CH2:12][NH:8][CH2:9]2)=[C:20]([NH:21][C:22]([C:24]2[C:29]([NH:30][C:31]3[CH:36]=[N:35][CH:34]=[N:33][CH:32]=3)=[N:28][CH:27]=[C:26]([CH:37]3[CH2:39][CH2:38]3)[N:25]=2)=[O:23])[CH:19]=[N:18]1. (3) Given the reactants [F:1][C:2]([F:8])([F:7])[C:3](=[N:5][OH:6])[NH2:4].[Cl:9][CH2:10][C:11](OC(=O)CCl)=O.C([O-])(O)=O.[Na+], predict the reaction product. The product is: [Cl:9][CH2:10][C:11]1[O:6][N:5]=[C:3]([C:2]([F:8])([F:7])[F:1])[N:4]=1. (4) Given the reactants [CH3:1][C:2]1[CH:3]=[CH:4][C:5]([Cl:10])=[C:6]([CH:9]=1)[C:7]#[N:8].[Br:11]N1C(=O)CCC1=O.C(OOC(=O)C1C=CC=CC=1)(=O)C1C=CC=CC=1, predict the reaction product. The product is: [Br:11][CH2:1][C:2]1[CH:3]=[CH:4][C:5]([Cl:10])=[C:6]([CH:9]=1)[C:7]#[N:8]. (5) Given the reactants [CH3:1][C:2]([O:5][C:6]([NH:8][C@@H:9]1[CH2:13][CH2:12][N:11]([CH2:14][C:15]2[C:25]([O:26][C:27]([F:30])([F:29])[F:28])=[CH:24][C:18]([C:19]([O:21][CH2:22][CH3:23])=[O:20])=[C:17]([N+:31]([O-])=O)[CH:16]=2)[CH2:10]1)=[O:7])([CH3:4])[CH3:3].C(SC1C=CC(N)=CC=1C)C, predict the reaction product. The product is: [NH2:31][C:17]1[CH:16]=[C:15]([CH2:14][N:11]2[CH2:12][CH2:13][C@@H:9]([NH:8][C:6]([O:5][C:2]([CH3:4])([CH3:1])[CH3:3])=[O:7])[CH2:10]2)[C:25]([O:26][C:27]([F:30])([F:28])[F:29])=[CH:24][C:18]=1[C:19]([O:21][CH2:22][CH3:23])=[O:20]. (6) Given the reactants C1[CH:2]=[CH:3][C:4]2[N:9](O)N=[N:7][C:5]=2C=1.[Cl:11][C:12]1[CH:20]=[CH:19][CH:18]=[CH:17][C:13]=1[C:14]([OH:16])=O.[NH:21]=[C:22]=N.C(=O)([O-])[O-], predict the reaction product. The product is: [NH2:9][C@:4]1([CH2:22][NH:21][C:14](=[O:16])[C:13]2[CH:17]=[CH:18][CH:19]=[CH:20][C:12]=2[Cl:11])[CH2:3][CH2:2][NH:7][CH2:5]1.